Dataset: Peptide-MHC class I binding affinity with 185,985 pairs from IEDB/IMGT. Task: Regression. Given a peptide amino acid sequence and an MHC pseudo amino acid sequence, predict their binding affinity value. This is MHC class I binding data. (1) The peptide sequence is AAKKKGASL. The MHC is HLA-A02:01 with pseudo-sequence HLA-A02:01. The binding affinity (normalized) is 0.0847. (2) The MHC is Mamu-B17 with pseudo-sequence Mamu-B17. The peptide sequence is DAMADVII. The binding affinity (normalized) is 0. (3) The peptide sequence is YYTEQPIDL. The MHC is HLA-A01:01 with pseudo-sequence HLA-A01:01. The binding affinity (normalized) is 0. (4) The peptide sequence is IMLVSLDTV. The MHC is HLA-A02:01 with pseudo-sequence HLA-A02:01. The binding affinity (normalized) is 0.853. (5) The peptide sequence is KTSLSNLLA. The MHC is HLA-A02:16 with pseudo-sequence HLA-A02:16. The binding affinity (normalized) is 0.0847. (6) The peptide sequence is ALVEICTEM. The MHC is HLA-A26:01 with pseudo-sequence HLA-A26:01. The binding affinity (normalized) is 0.323. (7) The peptide sequence is EYRKILRQR. The MHC is HLA-A26:01 with pseudo-sequence HLA-A26:01. The binding affinity (normalized) is 0.0222. (8) The peptide sequence is ITHTNITTLL. The MHC is HLA-A02:06 with pseudo-sequence HLA-A02:06. The binding affinity (normalized) is 0.113. (9) The peptide sequence is GIRVKHSFSA. The MHC is HLA-A02:01 with pseudo-sequence HLA-A02:01. The binding affinity (normalized) is 0.184.